This data is from Forward reaction prediction with 1.9M reactions from USPTO patents (1976-2016). The task is: Predict the product of the given reaction. (1) The product is: [Cl:35][CH2:36][C:37]([NH2:13])=[O:39].[CH2:14]([NH:13][CH2:1][CH2:2][CH2:3][CH2:4][CH2:5][CH2:6][CH2:7][CH2:8][CH2:9][CH2:10][CH2:11][CH3:12])[CH2:15][CH2:16][CH2:17][CH2:18][CH2:19][CH2:20][CH2:21][CH2:22][CH2:23][CH2:24][CH3:25]. Given the reactants [CH2:1]([NH:13][CH2:14][CH2:15][CH2:16][CH2:17][CH2:18][CH2:19][CH2:20][CH2:21][CH2:22][CH2:23][CH2:24][CH3:25])[CH2:2][CH2:3][CH2:4][CH2:5][CH2:6][CH2:7][CH2:8][CH2:9][CH2:10][CH2:11][CH3:12].C(Cl)Cl.C([O-])([O-])=O.[K+].[K+].[Cl:35][CH2:36][C:37]([O:39]C(=O)CCl)=O, predict the reaction product. (2) The product is: [Cl:2][C:3]1[N:4]=[C:5]([C:10]2[CH:15]=[C:14]([Cl:16])[CH:13]=[CH:12][C:11]=2[O:17][CH3:18])[N:6]=[C:7]([NH2:1])[CH:8]=1. Given the reactants [NH3:1].[Cl:2][C:3]1[CH:8]=[C:7](Cl)[N:6]=[C:5]([C:10]2[CH:15]=[C:14]([Cl:16])[CH:13]=[CH:12][C:11]=2[O:17][CH3:18])[N:4]=1, predict the reaction product. (3) Given the reactants [F:1][C:2]([F:18])([F:17])[C:3]([NH:5][C:6]1[CH:7]=[CH:8][C:9]2[O:14][CH2:13][C:12](=[O:15])[NH:11][C:10]=2[CH:16]=1)=[O:4].[Cl:19]N1C(=O)CCC1=O, predict the reaction product. The product is: [Cl:19][C:8]1[C:9]2[O:14][CH2:13][C:12](=[O:15])[NH:11][C:10]=2[CH:16]=[C:6]([NH:5][C:3](=[O:4])[C:2]([F:1])([F:17])[F:18])[CH:7]=1.